Dataset: Catalyst prediction with 721,799 reactions and 888 catalyst types from USPTO. Task: Predict which catalyst facilitates the given reaction. (1) Reactant: [H-].[Na+].[CH3:3][CH:4]([NH:6][CH2:7][CH:8]([OH:21])[CH2:9][O:10][C:11]1[CH:12]=[CH:13][CH:14]=[C:15]2[CH:20]=[CH:19][CH:18]=[CH:17][C:16]=12)[CH3:5].Cl. Product: [CH3:5][CH:4]([NH:6][CH2:7][CH:8]([OH:21])[CH2:9][O:10][C:11]1[CH:12]=[CH:13][CH:14]=[C:15]2[CH:20]=[CH:19][CH:18]=[CH:17][C:16]=12)[CH3:3]. The catalyst class is: 1. (2) Reactant: [CH3:1][CH2:2][O:3][C:4]([C:6]1[NH:7][C:8]2[C:13]([CH:14]=1)=[CH:12][C:11]([C:15]([OH:17])=O)=[CH:10][CH:9]=2)=[O:5].F[B-](F)(F)F.N1(OC(N(C)C)=[N+](C)C)C2C=CC=CC=2N=N1.[NH:40]1[CH2:45][CH2:44][CH:43]([N:46]2[CH2:51][CH2:50][O:49][CH2:48][CH2:47]2)[CH2:42][CH2:41]1.C(N(CC)C(C)C)(C)C. The catalyst class is: 9. Product: [CH2:2]([O:3][C:4]([C:6]1[NH:7][C:8]2[C:13]([CH:14]=1)=[CH:12][C:11]([C:15]([N:40]1[CH2:45][CH2:44][CH:43]([N:46]3[CH2:51][CH2:50][O:49][CH2:48][CH2:47]3)[CH2:42][CH2:41]1)=[O:17])=[CH:10][CH:9]=2)=[O:5])[CH3:1]. (3) Reactant: [C:1]([O:4][C:5]1[C:12]([C:13]([CH3:16])([CH3:15])[CH3:14])=[CH:11][C:8]([CH:9]=O)=[CH:7][C:6]=1[C:17]([CH3:20])([CH3:19])[CH3:18])(=[O:3])[CH3:2].[CH2:21]([NH:25][OH:26])[CH:22]([CH3:24])[CH3:23]. The catalyst class is: 240. Product: [C:1]([O:4][C:5]1[C:12]([C:13]([CH3:16])([CH3:15])[CH3:14])=[CH:11][C:8]([CH:9]=[N+:25]([CH2:21][CH:22]([CH3:24])[CH3:23])[O-:26])=[CH:7][C:6]=1[C:17]([CH3:20])([CH3:19])[CH3:18])(=[O:3])[CH3:2]. (4) Reactant: F[C:2]1[CH:3]=[CH:4][C:5]([N+:9]([O-:11])=[O:10])=[C:6]([CH:8]=1)[NH2:7].[CH3:12][N:13]1[CH2:18][CH2:17][NH:16][CH2:15][CH2:14]1.O. Product: [CH3:12][N:13]1[CH2:18][CH2:17][N:16]([C:2]2[CH:3]=[CH:4][C:5]([N+:9]([O-:11])=[O:10])=[C:6]([NH2:7])[CH:8]=2)[CH2:15][CH2:14]1. The catalyst class is: 37. (5) Reactant: [Cl:1][C:2]1[CH:10]=[C:9]2[C:5]([C:6]([C:12]3[N:13]=[C:14]4[C:20]([C:21](O)=[O:22])=[CH:19][N:18]([CH2:24][O:25][CH2:26][CH2:27][Si:28]([CH3:31])([CH3:30])[CH3:29])[C:15]4=[N:16][CH:17]=3)=[N:7][N:8]2[CH3:11])=[CH:4][CH:3]=1.[NH2:32][C@H:33]([CH2:36][CH3:37])[CH2:34][OH:35].CN(C(ON1N=NC2C=CC=CC1=2)=[N+](C)C)C.F[P-](F)(F)(F)(F)F.C1C=CC2N(O)N=NC=2C=1.C(N(CC)C(C)C)(C)C. Product: [OH:35][CH2:34][C@H:33]([NH:32][C:21]([C:20]1[C:14]2[C:15](=[N:16][CH:17]=[C:12]([C:6]3[C:5]4[C:9](=[CH:10][C:2]([Cl:1])=[CH:3][CH:4]=4)[N:8]([CH3:11])[N:7]=3)[N:13]=2)[N:18]([CH2:24][O:25][CH2:26][CH2:27][Si:28]([CH3:30])([CH3:31])[CH3:29])[CH:19]=1)=[O:22])[CH2:36][CH3:37]. The catalyst class is: 3. (6) The catalyst class is: 271. Product: [N:1]1([C:3]2[CH:12]=[CH:11][CH:10]=[C:9]3[C:4]=2[CH:5]=[CH:6][N:7]=[CH:8]3)[CH:17]=[CH:16][CH:15]=[N:2]1. Reactant: [NH:1]([C:3]1[CH:12]=[CH:11][CH:10]=[C:9]2[C:4]=1[CH:5]=[CH:6][N:7]=[CH:8]2)[NH2:2].CO[CH:15](OC)[CH2:16][CH:17](OC)OC. (7) Reactant: [NH2:1][CH2:2][C:3]1[CH:8]=[CH:7][N:6]=[C:5]([NH:9]CC2C=CC(OC)=CC=2)[CH:4]=1. Product: [NH2:1][CH2:2][C:3]1[CH:8]=[CH:7][N:6]=[C:5]([NH2:9])[CH:4]=1. The catalyst class is: 67.